The task is: Predict the product of the given reaction.. This data is from Forward reaction prediction with 1.9M reactions from USPTO patents (1976-2016). (1) Given the reactants [OH:1][C:2]1[C:3]([CH3:16])=[C:4](/[CH:10]=[CH:11]/[C:12]([O:14][CH3:15])=[O:13])[CH:5]=[CH:6][C:7]=1[O:8][CH3:9].[F:17][C:18]([F:31])([F:30])[S:19](O[S:19]([C:18]([F:31])([F:30])[F:17])(=[O:21])=[O:20])(=[O:21])=[O:20], predict the reaction product. The product is: [CH3:9][O:8][C:7]1[CH:6]=[CH:5][C:4](/[CH:10]=[CH:11]/[C:12]([O:14][CH3:15])=[O:13])=[C:3]([CH3:16])[C:2]=1[O:1][S:19]([C:18]([F:31])([F:30])[F:17])(=[O:21])=[O:20]. (2) Given the reactants [C:1]1([S:7][C:8]2[CH:14]=[CH:13][C:11]([NH2:12])=[CH:10][CH:9]=2)[CH:6]=[CH:5][CH:4]=[CH:3][CH:2]=1.Br[CH2:16][C:17]([OH:19])=[O:18], predict the reaction product. The product is: [C:1]1([S:7][C:8]2[CH:14]=[CH:13][C:11]([NH:12][CH2:16][C:17]([OH:19])=[O:18])=[CH:10][CH:9]=2)[CH:2]=[CH:3][CH:4]=[CH:5][CH:6]=1. (3) Given the reactants [CH3:1][C:2]1([NH2:15])[CH2:7][CH2:6][N:5]([C:8]2[CH:13]=[C:12]([CH3:14])[N:11]=[CH:10][N:9]=2)[CH2:4][CH2:3]1.[C:16](N1C=CC=CC1=O)(N1C=CC=CC1=O)=[S:17], predict the reaction product. The product is: [N:15]([C:2]1([CH3:1])[CH2:7][CH2:6][N:5]([C:8]2[CH:13]=[C:12]([CH3:14])[N:11]=[CH:10][N:9]=2)[CH2:4][CH2:3]1)=[C:16]=[S:17].